The task is: Binary Classification. Given a drug SMILES string, predict its activity (active/inactive) in a high-throughput screening assay against a specified biological target.. This data is from HIV replication inhibition screening data with 41,000+ compounds from the AIDS Antiviral Screen. (1) The compound is CN(C)CCN(C(=Nc1ccccc1)N1CCCC1)c1ccccc1. The result is 0 (inactive). (2) The molecule is COc1cc(OC)cc(-n2c(N)c(-c3nc4ccccc4n3C)c3ccc([N+](=O)[O-])cc3c2=O)c1. The result is 0 (inactive). (3) The compound is COc1ccc2[nH]c3c(C)c4cc[n+](C)cc4c(C)c3c2c1. The result is 0 (inactive). (4) The molecule is CCOC(=O)c1cc2c(nc1NCc1ccc(OC)c(OC)c1)C(=Cc1ccccc1)CCCC2. The result is 0 (inactive).